From a dataset of Catalyst prediction with 721,799 reactions and 888 catalyst types from USPTO. Predict which catalyst facilitates the given reaction. (1) Reactant: [CH2:1]([O:3][C:4](=[O:14])[CH2:5]P(OCC)(OCC)=O)[CH3:2].C([Li])CCC.[C:20]([O:24][C:25](=[O:47])[NH:26][C@:27]([CH:45]=O)([CH3:44])[CH2:28][CH2:29][C:30]1[CH:35]=[CH:34][C:33]([O:36][CH2:37][CH2:38][CH2:39][CH2:40][CH2:41][CH2:42][CH3:43])=[CH:32][CH:31]=1)([CH3:23])([CH3:22])[CH3:21].C([O-])(O)=O.[Na+]. Product: [CH2:1]([O:3][C:4](=[O:14])/[CH:5]=[CH:45]/[C@@:27]([NH:26][C:25]([O:24][C:20]([CH3:21])([CH3:23])[CH3:22])=[O:47])([CH3:44])[CH2:28][CH2:29][C:30]1[CH:35]=[CH:34][C:33]([O:36][CH2:37][CH2:38][CH2:39][CH2:40][CH2:41][CH2:42][CH3:43])=[CH:32][CH:31]=1)[CH3:2]. The catalyst class is: 49. (2) Reactant: Cl[C:2]1[C:11]2[C:6](=[CH:7][CH:8]=[CH:9][CH:10]=2)[N:5]=[C:4]([C:12]2[CH:17]=[CH:16][CH:15]=[C:14]([F:18])[CH:13]=2)[C:3]=1[CH3:19].[O:20]1[CH2:25][CH2:24][N:23]([C:26]2[CH:31]=[CH:30][C:29]([N:32]3[CH2:37][CH2:36][O:35][CH2:34][CH2:33]3)=[CH:28][C:27]=2[NH2:38])[CH2:22][CH2:21]1.Cl.O1CCOCC1. Product: [N:23]1([C:26]2[CH:31]=[CH:30][C:29]([N:32]3[CH2:33][CH2:34][O:35][CH2:36][CH2:37]3)=[CH:28][C:27]=2[NH:38][C:2]2[C:11]3[C:6](=[CH:7][CH:8]=[CH:9][CH:10]=3)[N:5]=[C:4]([C:12]3[CH:17]=[CH:16][CH:15]=[C:14]([F:18])[CH:13]=3)[C:3]=2[CH3:19])[CH2:24][CH2:25][O:20][CH2:21][CH2:22]1. The catalyst class is: 5. (3) Reactant: [CH3:1][C:2]1[CH:3]=[C:4]([NH:9][CH2:10][CH2:11][C:12]2[CH:13]=[N:14][C:15]([C:18]([F:21])([F:20])[F:19])=[CH:16][CH:17]=2)[CH:5]=[CH:6][C:7]=1[CH3:8].[F:22][C:23]1[CH:28]=[CH:27][C:26]([C:29](=[O:33])[C:30](O)=[O:31])=[CH:25][CH:24]=1.C(Cl)CCl. Product: [CH3:1][C:2]1[CH:3]=[C:4]([N:9]([CH2:10][CH2:11][C:12]2[CH:13]=[N:14][C:15]([C:18]([F:21])([F:20])[F:19])=[CH:16][CH:17]=2)[C:30](=[O:31])[C:29]([C:26]2[CH:27]=[CH:28][C:23]([F:22])=[CH:24][CH:25]=2)=[O:33])[CH:5]=[CH:6][C:7]=1[CH3:8]. The catalyst class is: 2. (4) Reactant: [NH2:1][C:2]1[N:3]([CH2:20][C:21]([F:24])([F:23])[F:22])[C:4](=[O:19])[C:5]2([N:18]=1)[C:14]1[C:9](=[CH:10][CH:11]=[C:12](Br)[CH:13]=1)[CH2:8][C:7]([CH3:17])([CH3:16])[CH2:6]2.O1CCOCC1.[N:31]1[CH:36]=[C:35](B(O)O)[CH:34]=[N:33][CH:32]=1.C(=O)([O-])[O-].[Na+].[Na+]. Product: [NH2:1][C:2]1[N:3]([CH2:20][C:21]([F:24])([F:23])[F:22])[C:4](=[O:19])[C:5]2([N:18]=1)[C:14]1[C:9](=[CH:10][CH:11]=[C:12]([C:35]3[CH:36]=[N:31][CH:32]=[N:33][CH:34]=3)[CH:13]=1)[CH2:8][C:7]([CH3:17])([CH3:16])[CH2:6]2. The catalyst class is: 103.